Dataset: Forward reaction prediction with 1.9M reactions from USPTO patents (1976-2016). Task: Predict the product of the given reaction. (1) Given the reactants [NH2:1][C:2]1[N:3]([C:14]([O:16][C:17]([CH3:20])([CH3:19])[CH3:18])=[O:15])[CH:4]=[C:5]([CH2:7][CH2:8][CH2:9][CH2:10][CH2:11][C:12]#[CH:13])[N:6]=1.[N:21]([CH2:24][CH2:25][NH:26][C:27](=[O:43])[CH2:28][CH2:29][CH2:30][CH2:31][CH2:32][CH2:33][CH2:34][CH2:35][CH2:36][CH2:37][CH2:38][CH2:39][CH2:40][CH2:41][CH3:42])=[N+:22]=[N-:23], predict the reaction product. The product is: [NH2:1][C:2]1[N:3]([C:14]([O:16][C:17]([CH3:20])([CH3:19])[CH3:18])=[O:15])[CH:4]=[C:5]([CH2:7][CH2:8][CH2:9][CH2:10][CH2:11][C:12]2[N:23]=[N:22][N:21]([CH2:24][CH2:25][NH:26][C:27](=[O:43])[CH2:28][CH2:29][CH2:30][CH2:31][CH2:32][CH2:33][CH2:34][CH2:35][CH2:36][CH2:37][CH2:38][CH2:39][CH2:40][CH2:41][CH3:42])[CH:13]=2)[N:6]=1. (2) Given the reactants Br[C:2]1[C:3]([F:12])=[C:4]([CH:9]=[CH:10][CH:11]=1)[C:5]([O:7][CH3:8])=[O:6].C([Sn](CCCC)(CCCC)[C:18]1[CH:23]=[CH:22][CH:21]=[CH:20][N:19]=1)CCC.C(O)(C(F)(F)F)=O, predict the reaction product. The product is: [F:12][C:3]1[C:2]([C:18]2[CH:23]=[CH:22][CH:21]=[CH:20][N:19]=2)=[CH:11][CH:10]=[CH:9][C:4]=1[C:5]([OH:7])=[O:6].[F:12][C:3]1[C:2]([C:18]2[CH:23]=[CH:22][CH:21]=[CH:20][N:19]=2)=[CH:11][CH:10]=[CH:9][C:4]=1[C:5]([O:7][CH3:8])=[O:6].